Dataset: HIV replication inhibition screening data with 41,000+ compounds from the AIDS Antiviral Screen. Task: Binary Classification. Given a drug SMILES string, predict its activity (active/inactive) in a high-throughput screening assay against a specified biological target. (1) The molecule is O=C1C=C(c2ccc(O)cc2)C(O)Cc2ccc(O)cc2O1. The result is 0 (inactive). (2) The molecule is CC1=C2C3=C(C)C(=O)C(C)(C)CCC3(C)C2(C)CCC(C)(C)C1=O. The result is 0 (inactive). (3) The molecule is O=C1c2ccccc2C(=O)C2C1C1C(=O)c3ccccc3C(=O)C21. The result is 0 (inactive). (4) The molecule is CC(=C(C#N)C#N)c1ccc(F)cc1. The result is 0 (inactive). (5) The drug is CCOC(=O)c1c2cccccc-2nc1Nc1ccccc1N1C=CC(C)C(C(=O)OC)=C1C(=O)OC. The result is 0 (inactive). (6) The molecule is Br.CC(O)C1(c2ccccc2)CC2(CCN(C)CC2)OC1C. The result is 0 (inactive). (7) The drug is CCOC(=O)c1cc(Br)c(-c2onc(C)c2Br)[nH]1. The result is 0 (inactive). (8) The compound is Cc1ccc(NC(=O)CCC(CC(=O)C(C)(C)C)=NNC(=O)C(=O)NN)cc1C. The result is 0 (inactive).